From a dataset of Full USPTO retrosynthesis dataset with 1.9M reactions from patents (1976-2016). Predict the reactants needed to synthesize the given product. (1) Given the product [C:20]1([N:19]2[C:18](=[O:26])[C:17]3[C:12](=[CH:13][CH:14]=[CH:15][CH:16]=3)[N:11]=[C:10]2[CH:9]=[CH:7][C:2]2[CH:3]=[CH:4][CH:5]=[CH:6][N:1]=2)[CH:21]=[CH:22][CH:23]=[CH:24][CH:25]=1, predict the reactants needed to synthesize it. The reactants are: [N:1]1[CH:6]=[CH:5][CH:4]=[CH:3][C:2]=1[CH:7]=O.[CH3:9][C:10]1[N:19]([C:20]2[CH:25]=[CH:24][CH:23]=[CH:22][CH:21]=2)[C:18](=[O:26])[C:17]2[C:12](=[CH:13][CH:14]=[CH:15][CH:16]=2)[N:11]=1. (2) Given the product [Cl:25][C:20]1[CH:19]=[C:18]([NH:17][C:16]2[C:11]3[C:10]4[CH2:27][CH2:28][N:7]([C:5](=[O:6])/[CH:4]=[CH:3]/[CH2:2][N:38]5[CH2:39][CH2:40][N:35]([C:30]6[CH:31]=[CH:32][CH:33]=[CH:34][N:29]=6)[CH2:36][CH2:37]5)[CH2:8][C:9]=4[S:26][C:12]=3[N:13]=[CH:14][N:15]=2)[CH:23]=[CH:22][C:21]=1[Cl:24], predict the reactants needed to synthesize it. The reactants are: Cl[CH2:2]/[CH:3]=[CH:4]/[C:5]([N:7]1[CH2:28][CH2:27][C:10]2[C:11]3[C:16]([NH:17][C:18]4[CH:23]=[CH:22][C:21]([Cl:24])=[C:20]([Cl:25])[CH:19]=4)=[N:15][CH:14]=[N:13][C:12]=3[S:26][C:9]=2[CH2:8]1)=[O:6].[N:29]1[CH:34]=[CH:33][CH:32]=[CH:31][C:30]=1[N:35]1[CH2:40][CH2:39][NH:38][CH2:37][CH2:36]1. (3) The reactants are: [CH2:1]([O:3][C:4]1[C:12]2[O:11][C:10]([C:13]([NH:15][NH2:16])=[O:14])=[CH:9][C:8]=2[CH:7]=[CH:6][CH:5]=1)[CH3:2].C(N(CC)C(C)C)(C)C.[C:26]1([S:32](Cl)(=[O:34])=[O:33])[CH:31]=[CH:30][CH:29]=[CH:28][CH:27]=1. Given the product [C:26]1([S:32]([NH:16][NH:15][C:13]([C:10]2[O:11][C:12]3[C:4]([O:3][CH2:1][CH3:2])=[CH:5][CH:6]=[CH:7][C:8]=3[CH:9]=2)=[O:14])(=[O:34])=[O:33])[CH:31]=[CH:30][CH:29]=[CH:28][CH:27]=1, predict the reactants needed to synthesize it. (4) Given the product [CH2:1]([C:5]1[N:9]([C:10]([CH3:11])([CH3:12])[CH3:13])[N:8]=[C:7]2[C:6]=1[C:16]1[CH:21]=[CH:20][CH:19]=[CH:18][C:17]=1[N:22]=[C:14]2[NH2:15])[CH2:2][CH2:3][CH3:4], predict the reactants needed to synthesize it. The reactants are: [CH2:1]([C:5]1[N:9]([C:10]([CH3:13])([CH3:12])[CH3:11])[N:8]=[C:7]([C:14]#[N:15])[C:6]=1[C:16]1[CH:21]=[CH:20][CH:19]=[CH:18][C:17]=1[NH:22]C(=O)C(C)(C)C)[CH2:2][CH2:3][CH3:4].CC(C)([O-])C.[Na+]. (5) Given the product [F:12][C:13]1[C:20]([F:21])=[CH:19][CH:18]=[CH:17][C:14]=1[CH2:15][S:3][C:4]1[N:9]=[C:8]([OH:10])[CH:7]=[C:6]([OH:11])[N:5]=1, predict the reactants needed to synthesize it. The reactants are: [OH-].[K+].[SH:3][C:4]1[N:9]=[C:8]([OH:10])[CH:7]=[C:6]([OH:11])[N:5]=1.[F:12][C:13]1[C:20]([F:21])=[CH:19][CH:18]=[CH:17][C:14]=1[CH2:15]Br.